Dataset: Full USPTO retrosynthesis dataset with 1.9M reactions from patents (1976-2016). Task: Predict the reactants needed to synthesize the given product. (1) The reactants are: [Cl:1][C:2]1[CH:7]=[C:6]([CH3:8])[CH:5]=[CH:4][C:3]=1[N+:9]([O-:11])=[O:10].[Mn]([O-])(=O)(=O)=[O:13].[K+].[OH2:18]. Given the product [Cl:1][C:2]1[CH:7]=[C:6]([CH:5]=[CH:4][C:3]=1[N+:9]([O-:11])=[O:10])[C:8]([OH:13])=[O:18], predict the reactants needed to synthesize it. (2) Given the product [OH:11][S:9]([OH:12])(=[O:10])=[O:8].[CH3:1][C:2]1([O:13][O:14][C:2]2([CH3:1])[CH2:6][CH2:5][CH2:4][CH2:3]2)[CH2:6][CH2:5][CH2:4][CH2:3]1, predict the reactants needed to synthesize it. The reactants are: [CH3:1][C:2]1(O)[CH2:6][CH2:5][CH2:4][CH2:3]1.[OH:8][S:9]([OH:12])(=[O:11])=[O:10].[OH:13][OH:14].